Dataset: Forward reaction prediction with 1.9M reactions from USPTO patents (1976-2016). Task: Predict the product of the given reaction. (1) Given the reactants [N:1]1(C(OC(C)(C)C)=O)[CH2:6][CH2:5][C:4]2([O:11][C:10]3[CH:12]=[CH:13][CH:14]=[CH:15][C:9]=3[N:8]3[CH:16]=[CH:17][CH:18]=[C:7]23)[CH2:3][CH2:2]1.C1(C)C=CC=CC=1.[ClH:33], predict the reaction product. The product is: [ClH:33].[NH:1]1[CH2:2][CH2:3][C:4]2([O:11][C:10]3[CH:12]=[CH:13][CH:14]=[CH:15][C:9]=3[N:8]3[CH:16]=[CH:17][CH:18]=[C:7]23)[CH2:5][CH2:6]1. (2) Given the reactants I[CH2:2][CH2:3][CH2:4][CH2:5][CH:6]([CH3:8])[CH3:7].C([O:13][C:14](=[O:35])[C:15]([S:18][C:19]1[S:20][CH:21]=[C:22]([CH2:24][CH2:25][NH:26][C:27]2[N:32]=[CH:31][C:30]([CH2:33][CH3:34])=[CH:29][N:28]=2)[N:23]=1)([CH3:17])[CH3:16])(C)(C)C.CC(C)CCCCO.[BrH:44].C(O)(=O)C, predict the reaction product. The product is: [BrH:44].[CH2:33]([C:30]1[CH:29]=[N:28][C:27]([N:26]([CH2:2][CH2:3][CH2:4][CH2:5][CH:6]([CH3:8])[CH3:7])[CH2:25][CH2:24][C:22]2[N:23]=[C:19]([S:18][C:15]([CH3:16])([CH3:17])[C:14]([OH:35])=[O:13])[S:20][CH:21]=2)=[N:32][CH:31]=1)[CH3:34].